From a dataset of NCI-60 drug combinations with 297,098 pairs across 59 cell lines. Regression. Given two drug SMILES strings and cell line genomic features, predict the synergy score measuring deviation from expected non-interaction effect. Drug 1: C1CN1P(=S)(N2CC2)N3CC3. Drug 2: C1CN(CCN1C(=O)CCBr)C(=O)CCBr. Cell line: SK-MEL-28. Synergy scores: CSS=19.3, Synergy_ZIP=-5.13, Synergy_Bliss=0.424, Synergy_Loewe=-0.194, Synergy_HSA=1.60.